This data is from Full USPTO retrosynthesis dataset with 1.9M reactions from patents (1976-2016). The task is: Predict the reactants needed to synthesize the given product. (1) Given the product [Br:1][C:2]1[CH:3]=[C:4]([CH:9]=[C:10]([Br:13])[C:11]=1[OH:12])[C:5]([NH:15][NH2:16])=[O:6], predict the reactants needed to synthesize it. The reactants are: [Br:1][C:2]1[CH:3]=[C:4]([CH:9]=[C:10]([Br:13])[C:11]=1[OH:12])[C:5](OC)=[O:6].O.[NH2:15][NH2:16]. (2) The reactants are: [Br:1][C:2]1[CH:13]=[CH:12][C:5]([C:6](N(OC)C)=[O:7])=[C:4]([F:14])[CH:3]=1.[CH3:15][Mg]Br. Given the product [Br:1][C:2]1[CH:13]=[CH:12][C:5]([C:6](=[O:7])[CH3:15])=[C:4]([F:14])[CH:3]=1, predict the reactants needed to synthesize it. (3) Given the product [CH3:17][C:3]1[C:2]([C:21]2[CH:22]=[CH:23][CH:24]=[CH:25][C:20]=2[C:19]([F:30])([F:29])[F:18])=[N:7][N:6]2[C:8]([C:11]([O:13][CH2:14][CH3:15])=[O:12])=[CH:9][N:10]=[C:5]2[C:4]=1[CH3:16], predict the reactants needed to synthesize it. The reactants are: Cl[C:2]1[C:3]([CH3:17])=[C:4]([CH3:16])[C:5]2[N:6]([C:8]([C:11]([O:13][CH2:14][CH3:15])=[O:12])=[CH:9][N:10]=2)[N:7]=1.[F:18][C:19]([F:30])([F:29])[C:20]1[CH:25]=[CH:24][CH:23]=[CH:22][C:21]=1B(O)O.C1(P(C2CCCCC2)C2C=CC=CC=2C2C(OC)=CC=CC=2OC)CCCCC1.[O-]P([O-])([O-])=O.[K+].[K+].[K+]. (4) Given the product [F:3][C:4]1[CH:32]=[CH:31][C:7]([CH2:8][N:9]2[C:17]3=[N:43][CH:15]=[CH:14][CH:13]=[C:12]3[C:11]([CH2:18][C:19]#[N:20])=[CH:10]2)=[CH:6][CH:5]=1, predict the reactants needed to synthesize it. The reactants are: [H-].[Na+].[F:3][C:4]1[CH:32]=[CH:31][C:7]([CH2:8][N:9]2[C:17]3[C:12](=[CH:13][CH:14]=[CH:15]C=3)[C:11]3[CH2:18][C@@H:19](CO)[N:20](C(OC(C)(C)C)=O)C[C:10]2=3)=[CH:6][CH:5]=1.BrCC1C=CC(F)=CC=1.C[N:43](C=O)C. (5) Given the product [OH:37][C:26]1[C:25](=[O:24])[N:21]([C:18]2[N:19]=[N:20][C:15]([CH:12]([CH3:14])[CH3:13])=[CH:16][CH:17]=2)[CH:8]([C:7]2[CH:10]=[CH:11][C:4]([CH:1]([CH3:3])[CH3:2])=[CH:5][CH:6]=2)[C:27]=1[C:28](=[O:36])[C:29]1[CH:34]=[CH:33][C:32]([CH3:35])=[CH:31][CH:30]=1, predict the reactants needed to synthesize it. The reactants are: [CH:1]([C:4]1[CH:11]=[CH:10][C:7]([CH:8]=O)=[CH:6][CH:5]=1)([CH3:3])[CH3:2].[CH:12]([C:15]1[N:20]=[N:19][C:18]([NH2:21])=[CH:17][CH:16]=1)([CH3:14])[CH3:13].C([O:24][C:25](=O)[C:26]([OH:37])=[CH:27][C:28](=[O:36])[C:29]1[CH:34]=[CH:33][C:32]([CH3:35])=[CH:31][CH:30]=1)C.